From a dataset of Full USPTO retrosynthesis dataset with 1.9M reactions from patents (1976-2016). Predict the reactants needed to synthesize the given product. (1) Given the product [N+:14]([C:7]1[CH:6]=[C:5]([NH2:10])[C:4]2[CH2:3][CH2:2][CH2:1][C:9]=2[CH:8]=1)([O-:16])=[O:15], predict the reactants needed to synthesize it. The reactants are: [CH2:1]1[C:9]2[C:4](=[C:5]([NH:10]C(=O)C)[CH:6]=[CH:7][CH:8]=2)[CH2:3][CH2:2]1.[N+:14]([O-])([OH:16])=[O:15]. (2) Given the product [Cl:1][C:2]1[C:3]([CH2:12][N:13]2[C:17]3[CH:18]=[C:19]([C:34]4[N:39]=[C:38]([C:40]([O:42][CH2:43][CH3:44])=[O:41])[CH:37]=[CH:36][CH:35]=4)[CH:20]=[C:21]([CH3:22])[C:16]=3[N:15]=[C:14]2[CH3:32])=[N:4][CH:5]=[C:6]([C:8]([F:11])([F:10])[F:9])[CH:7]=1, predict the reactants needed to synthesize it. The reactants are: [Cl:1][C:2]1[C:3]([CH2:12][N:13]2[C:17]3[CH:18]=[C:19](B4OC(C)(C)C(C)(C)O4)[CH:20]=[C:21]([CH3:22])[C:16]=3[N:15]=[C:14]2[CH3:32])=[N:4][CH:5]=[C:6]([C:8]([F:11])([F:10])[F:9])[CH:7]=1.Cl[C:34]1[N:39]=[C:38]([C:40]([O:42][CH2:43][CH3:44])=[O:41])[CH:37]=[CH:36][CH:35]=1. (3) Given the product [Br:1][C:2]1[CH:7]=[CH:6][C:5]2[C:15]3[CH2:14][CH2:13][CH2:12][N:11]([C:17]([O:19][C:20]([CH3:23])([CH3:22])[CH3:21])=[O:18])[CH2:10][C:9]=3[S:8][C:4]=2[CH:3]=1, predict the reactants needed to synthesize it. The reactants are: [Br:1][C:2]1[CH:3]=[C:4]([S:8][CH:9]2[C:15](=O)[CH2:14][CH2:13][CH2:12][N:11]([C:17]([O:19][C:20]([CH3:23])([CH3:22])[CH3:21])=[O:18])[CH2:10]2)[CH:5]=[CH:6][CH:7]=1.[OH-].[Na+].CC(OC(OC(OC(C)(C)C)=O)=O)(C)C. (4) Given the product [Br:1][C:2]1[CH:8]=[CH:7][C:5]([NH:6][S:12]([CH:10]([CH3:11])[CH3:9])(=[O:14])=[O:13])=[CH:4][CH:3]=1, predict the reactants needed to synthesize it. The reactants are: [Br:1][C:2]1[CH:8]=[CH:7][C:5]([NH2:6])=[CH:4][CH:3]=1.[CH3:9][CH:10]([S:12](Cl)(=[O:14])=[O:13])[CH3:11]. (5) Given the product [C:1]([O:4][CH2:5][C:6]1[C:7]([C:27]2[CH:32]=[C:31]([NH:33][C:34]3[CH:39]=[CH:38][C:37]([N:40]4[CH2:45][CH2:44][N:43]([CH:46]5[CH2:47][O:48][CH2:49]5)[CH2:42][C@@H:41]4[CH3:50])=[CH:36][N:35]=3)[C:30](=[O:51])[N:29]([CH3:52])[CH:28]=2)=[CH:8][C:9]([F:26])=[CH:10][C:11]=1[N:12]1[CH2:24][CH2:83][N:82]2[C:75](=[CH:76][C:77]3[CH2:78][C:79]([CH3:86])([CH3:85])[CH2:80][C:81]=32)[C:13]1=[O:25])(=[O:3])[CH3:2], predict the reactants needed to synthesize it. The reactants are: [C:1]([O:4][CH2:5][C:6]1[C:11]([N:12]2[CH2:24]CC3N4C(CCCC4)=CC=3[C:13]2=[O:25])=[CH:10][C:9]([F:26])=[CH:8][C:7]=1[C:27]1[CH:32]=[C:31]([NH:33][C:34]2[CH:39]=[CH:38][C:37]([N:40]3[CH2:45][CH2:44][N:43]([CH:46]4[CH2:49][O:48][CH2:47]4)[CH2:42][C@@H:41]3[CH3:50])=[CH:36][N:35]=2)[C:30](=[O:51])[N:29]([CH3:52])[CH:28]=1)(=[O:3])[CH3:2].C(OCC1C(B2OC(C)(C)C(C)(C)O2)=CC=CC=1N1C[CH2:83][N:82]2[C:75](=[CH:76][C:77]3[CH2:78][C:79]([CH3:86])([CH3:85])[CH2:80][C:81]=32)C1=O)(=O)C.BrC1C=C(NC2C=CC(N3CCN(C4COC4)C[C@@H]3C)=CN=2)C(=O)N(C)C=1. (6) Given the product [NH:22]1[C:30]2=[N:29][CH:28]=[CH:27][CH:26]=[C:25]2[C:24]([CH:31]=[C:13]2[O:12][C:11]([NH:10][C:8]3[CH:7]=[CH:6][C:5]4[N:1]=[CH:2][NH:3][C:4]=4[CH:9]=3)=[C:15]([C:16]([O:18][CH2:19][CH3:20])=[O:17])[C:14]2=[O:21])=[CH:23]1, predict the reactants needed to synthesize it. The reactants are: [N:1]1[C:5]2[CH:6]=[CH:7][C:8]([NH:10][C:11]3[O:12][CH2:13][C:14](=[O:21])[C:15]=3[C:16]([O:18][CH2:19][CH3:20])=[O:17])=[CH:9][C:4]=2[NH:3][CH:2]=1.[NH:22]1[C:30]2[C:25](=[CH:26][CH:27]=[CH:28][N:29]=2)[C:24]([CH:31]=O)=[CH:23]1.N1CCCCC1. (7) Given the product [Br:1][C:2]1[CH:7]=[C:6]([CH2:8][C:10]2[CH:11]=[CH:12][C:13]([O:16][CH3:17])=[CH:14][CH:15]=2)[C:5]([Cl:18])=[CH:4][C:3]=1[O:19][CH2:20][CH:21]=[CH2:22], predict the reactants needed to synthesize it. The reactants are: [Br:1][C:2]1[C:3]([O:19][CH2:20][CH:21]=[CH2:22])=[CH:4][C:5]([Cl:18])=[C:6]([CH:8]([C:10]2[CH:15]=[CH:14][C:13]([O:16][CH3:17])=[CH:12][CH:11]=2)O)[CH:7]=1.[SiH](CC)(CC)CC.C(=O)(O)[O-].[Na+].